Dataset: Full USPTO retrosynthesis dataset with 1.9M reactions from patents (1976-2016). Task: Predict the reactants needed to synthesize the given product. Given the product [CH2:1]([O:3][C:4]([C:6]1[N:7]([C:26]2[CH:31]=[CH:30][C:29]([N+:32]([O-:34])=[O:33])=[CH:28][CH:27]=2)[C:8]2[C:13]([CH:14]=1)=[CH:12][C:11]([C:15]1[CH:16]=[CH:17][C:18]([C:21]([CH3:23])([CH3:22])[CH3:24])=[CH:19][CH:20]=1)=[CH:10][CH:9]=2)=[O:5])[CH3:2].[C:21]([C:18]1[CH:17]=[CH:16][C:15]([C:11]2[CH:12]=[C:13]3[C:8](=[CH:9][CH:10]=2)[N:7]([C:26]2[CH:31]=[CH:30][C:29]([N+:32]([O-:34])=[O:33])=[CH:28][CH:27]=2)[C:6]([C:4]([O-:3])=[O:5])=[CH:14]3)=[CH:20][CH:19]=1)([CH3:24])([CH3:23])[CH3:22].[Na+:36], predict the reactants needed to synthesize it. The reactants are: [CH2:1]([O:3][C:4]([C:6]1[NH:7][C:8]2[C:13]([CH:14]=1)=[CH:12][C:11]([C:15]1[CH:20]=[CH:19][C:18]([C:21]([CH3:24])([CH3:23])[CH3:22])=[CH:17][CH:16]=1)=[CH:10][CH:9]=2)=[O:5])[CH3:2].Br[C:26]1[CH:31]=[CH:30][C:29]([N+:32]([O-:34])=[O:33])=[CH:28][CH:27]=1.[OH-].[Na+:36].